From a dataset of Reaction yield outcomes from USPTO patents with 853,638 reactions. Predict the reaction yield, written as a fraction of the theoretical maximum amount of product (1.0 means a 100% yield; for example, 0.34 means a 34% yield). (1) The reactants are Br[C:2]1[CH:7]=[CH:6][C:5]([Br:8])=[CH:4][N:3]=1.[Li]CCCC.[F:14][CH:15]([F:21])[C:16](OCC)=[O:17]. The catalyst is C1(C)C=CC=CC=1. The product is [Br:8][C:5]1[CH:6]=[CH:7][C:2]([CH:16]([OH:17])[CH:15]([F:21])[F:14])=[N:3][CH:4]=1. The yield is 0.800. (2) The reactants are [S:1]1[C:5]2[CH:6]=[C:7]([N:10]3[CH2:14][CH2:13][N:12]([C:15]4[CH:16]=[N:17][CH:18]=[CH:19][C:20]=4Cl)[C:11]3=[O:22])[CH:8]=[CH:9][C:4]=2[N:3]=[CH:2]1.[N:23]1([CH2:29][CH2:30][OH:31])[CH2:28][CH2:27][O:26][CH2:25][CH2:24]1.[OH-].[K+].C(=O)([O-])[O-].[K+].[K+]. The catalyst is C(Cl)(Cl)Cl.CO.C1(C)C=CC=CC=1. The product is [S:1]1[C:5]2[CH:6]=[C:7]([N:10]3[CH2:14][CH2:13][N:12]([C:15]4[CH:16]=[N:17][CH:18]=[CH:19][C:20]=4[O:31][CH2:30][CH2:29][N:23]4[CH2:28][CH2:27][O:26][CH2:25][CH2:24]4)[C:11]3=[O:22])[CH:8]=[CH:9][C:4]=2[N:3]=[CH:2]1. The yield is 0.0660.